Dataset: hERG Central: cardiac toxicity at 1µM, 10µM, and general inhibition. Task: Predict hERG channel inhibition at various concentrations. (1) The compound is CCOC(=O)Cc1csc(NC(=O)Cc2ccc([N+](=O)[O-])cc2)n1. Results: hERG_inhib (hERG inhibition (general)): blocker. (2) The compound is O=C(NCc1ccccc1)/C(=C\c1ccc([N+](=O)[O-])cc1)NC(=O)c1ccco1. Results: hERG_inhib (hERG inhibition (general)): blocker.